From a dataset of Full USPTO retrosynthesis dataset with 1.9M reactions from patents (1976-2016). Predict the reactants needed to synthesize the given product. (1) Given the product [CH2:21]([O:23][C:24]1[CH:30]=[CH:29][CH:28]=[CH:27][C:25]=1[N:26]1[C:13](=[O:15])[C:3]2[CH:4]=[N:5][N:6]([C:7]3[CH:8]=[CH:9][CH:10]=[CH:11][CH:12]=3)[C:2]=2[N:1]=[C:16]1[CH2:17][CH3:18])[CH3:22], predict the reactants needed to synthesize it. The reactants are: [NH2:1][C:2]1[N:6]([C:7]2[CH:12]=[CH:11][CH:10]=[CH:9][CH:8]=2)[N:5]=[CH:4][C:3]=1[C:13]([OH:15])=O.[C:16](Cl)(=O)[CH2:17][CH3:18].[CH2:21]([O:23][C:24]1[CH:30]=[CH:29][CH:28]=[CH:27][C:25]=1[NH2:26])[CH3:22]. (2) Given the product [CH3:29][C:26]([C:24]1[S:25][C:21]([C:19]2[CH:18]=[CH:17][N:16]=[C:15]([CH2:3][CH2:2][CH2:1][OH:4])[N:20]=2)=[C:22]([C:30]2[C:31]([F:48])=[C:32]([NH:36][S:37]([C:40]3[C:41]([F:47])=[CH:42][CH:43]=[CH:44][C:45]=3[F:46])(=[O:38])=[O:39])[CH:33]=[CH:34][CH:35]=2)[N:23]=1)([CH3:27])[CH3:28], predict the reactants needed to synthesize it. The reactants are: [CH2:1]([OH:4])[CH:2]=[CH2:3].B1C2CCCC1CCC2.Cl[C:15]1[N:20]=[C:19]([C:21]2[S:25][C:24]([C:26]([CH3:29])([CH3:28])[CH3:27])=[N:23][C:22]=2[C:30]2[C:31]([F:48])=[C:32]([NH:36][S:37]([C:40]3[C:45]([F:46])=[CH:44][CH:43]=[CH:42][C:41]=3[F:47])(=[O:39])=[O:38])[CH:33]=[CH:34][CH:35]=2)[CH:18]=[CH:17][N:16]=1.C([O-])([O-])=O.[K+].[K+]. (3) Given the product [CH2:18]([O:17][C:15](=[O:16])[C:14]([C:2]1[N:7]2[CH:8]=[CH:9][N:10]=[C:6]2[CH:5]=[CH:4][CH:3]=1)=[O:20])[CH3:19], predict the reactants needed to synthesize it. The reactants are: Br[C:2]1[N:7]2[CH:8]=[CH:9][N:10]=[C:6]2[CH:5]=[CH:4][CH:3]=1.BrCC.[C:14](OCC)(=[O:20])[C:15]([O:17][CH2:18][CH3:19])=[O:16].